From a dataset of Retrosynthesis with 50K atom-mapped reactions and 10 reaction types from USPTO. Predict the reactants needed to synthesize the given product. (1) Given the product CCOC(=O)[C@@H]1CC(O)CN1C(=O)[C@H](C)N(C(=O)OCC(Cl)(Cl)Cl)[C@@H](CCc1ccccc1)C(=O)OCC, predict the reactants needed to synthesize it. The reactants are: CCOC(=O)[C@@H]1CC(O)CN1.CCOC(=O)[C@H](CCc1ccccc1)N(C(=O)OCC(Cl)(Cl)Cl)[C@@H](C)C(=O)O. (2) Given the product O=CNc1cccc(Br)c1, predict the reactants needed to synthesize it. The reactants are: Nc1cccc(Br)c1.O=CO. (3) Given the product OCc1cccc(O)c1Cl, predict the reactants needed to synthesize it. The reactants are: O=Cc1cccc(O)c1Cl. (4) Given the product CCN1C(=O)CCC(C)(C)c2ccc(Nc3ncc(Cl)c(N[C@H]4[C@@H](C(N)=O)[C@@H]5C=C[C@H]4C5)n3)cc21, predict the reactants needed to synthesize it. The reactants are: CCN1C(=O)CCC(C)(C)c2ccc(N)cc21.NC(=O)[C@H]1[C@@H]2C=C[C@@H](C2)[C@H]1Nc1nc(Cl)ncc1Cl. (5) Given the product O=C(Nc1ccncn1)[C@H](CC1CCCC1)c1ccc(Cl)c(Cl)c1, predict the reactants needed to synthesize it. The reactants are: Nc1ccncn1.O=C(O)[C@H](CC1CCCC1)c1ccc(Cl)c(Cl)c1. (6) Given the product CCOC(=O)c1cccc(C2CCN(c3ccc4nnc(C(F)(F)F)n4n3)CC2)c1, predict the reactants needed to synthesize it. The reactants are: CCOC(=O)c1cccc(C2CCNCC2)c1.FC(F)(F)c1nnc2ccc(Cl)nn12. (7) Given the product CCn1ncnc1COc1nc2c(-c3ccccc3)nnc(C)n2c1-c1cccs1, predict the reactants needed to synthesize it. The reactants are: CCn1ncnc1COc1nc2c(-c3ccccc3)nnc(C)n2c1Br.OB(O)c1cccs1.